The task is: Predict the product of the given reaction.. This data is from Forward reaction prediction with 1.9M reactions from USPTO patents (1976-2016). (1) The product is: [C:1]([O:5][C:6]([N:8]1[CH2:13][CH2:12][CH:11]([N:14]2[CH:18]=[C:17]([B:45]3[O:46][C:47]([CH3:49])([CH3:48])[C:43]([CH3:50])([CH3:42])[O:44]3)[C:16]([C:20]3[CH:25]=[CH:24][CH:23]=[C:22]([N:26]([S:30]([C:33]4[CH:38]=[C:37]([F:39])[CH:36]=[CH:35][C:34]=4[F:40])(=[O:32])=[O:31])[CH2:27][O:28][CH3:29])[C:21]=3[F:41])=[N:15]2)[CH2:10][CH2:9]1)=[O:7])([CH3:4])([CH3:3])[CH3:2]. Given the reactants [C:1]([O:5][C:6]([N:8]1[CH2:13][CH2:12][CH:11]([N:14]2[CH:18]=[C:17](Br)[C:16]([C:20]3[CH:25]=[CH:24][CH:23]=[C:22]([N:26]([S:30]([C:33]4[CH:38]=[C:37]([F:39])[CH:36]=[CH:35][C:34]=4[F:40])(=[O:32])=[O:31])[CH2:27][O:28][CH3:29])[C:21]=3[F:41])=[N:15]2)[CH2:10][CH2:9]1)=[O:7])([CH3:4])([CH3:3])[CH3:2].[CH3:42][C:43]1([CH3:50])[C:47]([CH3:49])([CH3:48])[O:46][BH:45][O:44]1.C1(P(C2CCCCC2)C2C=CC=CC=2C2C(OC)=CC=CC=2OC)CCCCC1, predict the reaction product. (2) Given the reactants [CH:1]1[CH:6]=[C:5]([CH2:7][C:8]([O-:10])=[O:9])[C:4]([NH:11][C:12]2[C:17]([Cl:18])=[CH:16][CH:15]=[CH:14][C:13]=2[Cl:19])=[CH:3][CH:2]=1.[Na+].OCC(CO)O.C(O)C(O)C, predict the reaction product. The product is: [CH:1]1[CH:2]=[CH:3][C:4]([NH:11][C:12]2[C:17]([Cl:18])=[CH:16][CH:15]=[CH:14][C:13]=2[Cl:19])=[C:5]([CH2:7][C:8]([OH:10])=[O:9])[CH:6]=1. (3) Given the reactants II.Br[C:4]1[CH:5]=[CH:6][C:7]([Cl:12])=[C:8]([O:10][CH3:11])[CH:9]=1.[C:13]1([P:19](Cl)([C:21]2[CH:26]=[CH:25][CH:24]=[CH:23][CH:22]=2)=[O:20])[CH:18]=[CH:17][CH:16]=[CH:15][CH:14]=1.O, predict the reaction product. The product is: [Cl:12][C:7]1[CH:6]=[CH:5][C:4]([P:19](=[O:20])([C:21]2[CH:22]=[CH:23][CH:24]=[CH:25][CH:26]=2)[C:13]2[CH:18]=[CH:17][CH:16]=[CH:15][CH:14]=2)=[CH:9][C:8]=1[O:10][CH3:11]. (4) The product is: [CH3:1][S:2][C:3]1[N:8]=[C:7]([NH:9][C:10]2[CH:15]=[CH:14][CH:13]=[C:12]([N+:16]([O-:18])=[O:17])[CH:11]=2)[C:6]([C:19]([OH:21])=[O:20])=[CH:5][N:4]=1. Given the reactants [CH3:1][S:2][C:3]1[N:8]=[C:7]([NH:9][C:10]2[CH:15]=[CH:14][CH:13]=[C:12]([N+:16]([O-:18])=[O:17])[CH:11]=2)[C:6]([C:19]([O:21]CC)=[O:20])=[CH:5][N:4]=1.O[Li].O, predict the reaction product. (5) Given the reactants [CH2:1]([O:8][C:9](=[O:31])[NH:10][C:11]1[CH:16]=[CH:15][C:14]([F:17])=[C:13]([CH:18]([C:20]2[C:28]3[C:23](=[N:24][CH:25]=[C:26]([Cl:29])[CH:27]=3)[NH:22][CH:21]=2)[OH:19])[C:12]=1[F:30])[C:2]1[CH:7]=[CH:6][CH:5]=[CH:4][CH:3]=1.CC(OI1(OC(C)=O)(OC(C)=O)OC(=O)C2C=CC=CC1=2)=O.O, predict the reaction product. The product is: [CH2:1]([O:8][C:9](=[O:31])[NH:10][C:11]1[CH:16]=[CH:15][C:14]([F:17])=[C:13]([C:18]([C:20]2[C:28]3[C:23](=[N:24][CH:25]=[C:26]([Cl:29])[CH:27]=3)[NH:22][CH:21]=2)=[O:19])[C:12]=1[F:30])[C:2]1[CH:3]=[CH:4][CH:5]=[CH:6][CH:7]=1. (6) Given the reactants [NH2:1][C:2]1[N:10]=[C:9]([C:11]#[C:12][CH2:13][CH2:14][OH:15])[N:8]=[C:7]2[C:3]=1[N:4]=[CH:5][N:6]2[CH3:16].[H][H], predict the reaction product. The product is: [NH2:1][C:2]1[N:10]=[C:9]([CH2:11][CH2:12][CH2:13][CH2:14][OH:15])[N:8]=[C:7]2[C:3]=1[N:4]=[CH:5][N:6]2[CH3:16]. (7) Given the reactants C([O:8][C:9]1[CH:10]=[CH:11][C:12]([N:15]2[CH2:20][CH2:19][N:18]([CH2:21][C:22]3[NH:26][C:25]4[CH:27]=[CH:28][CH:29]=[CH:30][C:24]=4[N:23]=3)[CH2:17][CH2:16]2)=[N:13][CH:14]=1)C1C=CC=CC=1.[H][H], predict the reaction product. The product is: [NH:23]1[C:24]2[CH:30]=[CH:29][CH:28]=[CH:27][C:25]=2[N:26]=[C:22]1[CH2:21][N:18]1[CH2:19][CH2:20][N:15]([C:12]2[N:13]=[CH:14][C:9]([OH:8])=[CH:10][CH:11]=2)[CH2:16][CH2:17]1.